From a dataset of Full USPTO retrosynthesis dataset with 1.9M reactions from patents (1976-2016). Predict the reactants needed to synthesize the given product. (1) Given the product [BrH:1].[CH3:22][C:19]1([CH3:23])[O:18][CH:17]([CH2:16][N:15]2[C:6]3[C:5]4[CH:4]=[CH:3][CH:2]=[CH:11][C:10]=4[N:9]=[C:8]([NH2:12])[C:7]=3[N:13]=[C:14]2[CH2:24][O:25][CH2:26][CH3:27])[CH2:21][O:20]1, predict the reactants needed to synthesize it. The reactants are: [Br:1][C:2]1[CH:3]=[CH:4][C:5]2[C:6]3[N:15]([CH2:16][CH:17]4[CH2:21][O:20][C:19]([CH3:23])([CH3:22])[O:18]4)[C:14]([CH2:24][O:25][CH2:26][CH3:27])=[N:13][C:7]=3[C:8]([NH2:12])=[N:9][C:10]=2[CH:11]=1. (2) Given the product [Cl:55][C:56]1[CH:69]=[CH:68][C:59]([CH2:60][C:61]2([F:67])[CH2:62][CH2:63][N:64]([S:12]([C:15]3[C:16]([CH3:22])=[N:17][NH:18][C:19]=3[CH3:20])(=[O:14])=[O:13])[CH2:65][CH2:66]2)=[C:58]([O:70][CH3:71])[CH:57]=1, predict the reactants needed to synthesize it. The reactants are: ClC1C=C(C=CC=1Cl)OC1CCN([S:12]([C:15]2[C:16]([CH3:22])=[N:17][N:18](C)[C:19]=2[CH3:20])(=[O:14])=[O:13])CC1.ClC1C=C(C=CC=1Cl)NCC1CCN(S(C2C(C)=NN(C)C=2C)(=O)=O)CC1.Cl.[Cl:55][C:56]1[CH:69]=[CH:68][C:59]([CH2:60][C:61]2([F:67])[CH2:66][CH2:65][NH:64][CH2:63][CH2:62]2)=[C:58]([O:70][CH3:71])[CH:57]=1. (3) Given the product [C:1]([NH:4][C:5]([CH2:16][C:17]([C:19]1[CH:24]=[CH:23][C:22]([O:25][C:26]2[CH:31]=[CH:30][C:29]([C:32](=[O:35])[CH2:33][O:41][C:36](=[O:40])[CH:37]([CH3:39])[CH3:38])=[CH:28][CH:27]=2)=[CH:21][CH:20]=1)=[O:18])([C:11]([O:13][CH2:14][CH3:15])=[O:12])[C:6]([O:8][CH2:9][CH3:10])=[O:7])(=[O:3])[CH3:2], predict the reactants needed to synthesize it. The reactants are: [C:1]([NH:4][C:5]([CH2:16][C:17]([C:19]1[CH:24]=[CH:23][C:22]([O:25][C:26]2[CH:31]=[CH:30][C:29]([C:32](=[O:35])[CH2:33]Cl)=[CH:28][CH:27]=2)=[CH:21][CH:20]=1)=[O:18])([C:11]([O:13][CH2:14][CH3:15])=[O:12])[C:6]([O:8][CH2:9][CH3:10])=[O:7])(=[O:3])[CH3:2].[C:36]([OH:41])(=[O:40])[CH:37]([CH3:39])[CH3:38].CCN(CC)CC. (4) The reactants are: [CH2:1]([NH:4][C:5]1[N:10]=[C:9]([NH:11][CH2:12][C:13]#[CH:14])[N:8]=[C:7]([N:15]([CH3:18])[O:16][CH3:17])[N:6]=1)[C:2]#[CH:3].[ClH:19].C(OCC)C. Given the product [ClH:19].[CH2:1]([NH:4][C:5]1[N:10]=[C:9]([NH:11][CH2:12][C:13]#[CH:14])[N:8]=[C:7]([N:15]([CH3:18])[O:16][CH3:17])[N:6]=1)[C:2]#[CH:3], predict the reactants needed to synthesize it.